Dataset: Catalyst prediction with 721,799 reactions and 888 catalyst types from USPTO. Task: Predict which catalyst facilitates the given reaction. (1) Reactant: [CH3:1][O:2][CH2:3][CH2:4][O:5][C:6]1[CH:12]=[CH:11][C:9]([NH2:10])=[CH:8][CH:7]=1.N1C=CC=CC=1.Cl[C:20]([O:22][C:23]1[CH:28]=[CH:27][C:26]([N+:29]([O-:31])=[O:30])=[CH:25][CH:24]=1)=[O:21]. Product: [CH3:1][O:2][CH2:3][CH2:4][O:5][C:6]1[CH:12]=[CH:11][C:9]([NH:10][C:20](=[O:21])[O:22][C:23]2[CH:24]=[CH:25][C:26]([N+:29]([O-:31])=[O:30])=[CH:27][CH:28]=2)=[CH:8][CH:7]=1. The catalyst class is: 2. (2) Reactant: O[C@@H:2]([C:17]1[CH:22]=[CH:21][CH:20]=[CH:19][CH:18]=1)[C@@H:3]([C:7]1[CH:16]=[CH:15][C:14]2[C:9](=[CH:10][CH:11]=[CH:12][CH:13]=2)[CH:8]=1)[CH2:4][NH:5][CH3:6].Cl.C(N(S(F)(F)[F:30])CC)C.O. Product: [F:30][C@H:2]([C:17]1[CH:22]=[CH:21][CH:20]=[CH:19][CH:18]=1)[C@@H:3]([C:7]1[CH:16]=[CH:15][C:14]2[C:9](=[CH:10][CH:11]=[CH:12][CH:13]=2)[CH:8]=1)[CH2:4][NH:5][CH3:6]. The catalyst class is: 2. (3) Reactant: [B:1]([OH:4])([OH:3])[OH:2].[NH2:5][CH2:6][CH2:7][NH:8][CH2:9][CH2:10][NH:11][CH2:12][CH2:13][NH:14][CH2:15][CH2:16][NH2:17]. Product: [B:1]([OH:4])([OH:3])[OH:2].[NH2:17][CH2:16][CH2:15][NH:14][CH2:13][CH2:12][NH:11][CH2:10][CH2:9][NH:8][CH2:7][CH2:6][NH2:5]. The catalyst class is: 9.